Dataset: NCI-60 drug combinations with 297,098 pairs across 59 cell lines. Task: Regression. Given two drug SMILES strings and cell line genomic features, predict the synergy score measuring deviation from expected non-interaction effect. (1) Drug 1: CC1=C(C(CCC1)(C)C)C=CC(=CC=CC(=CC(=O)O)C)C. Drug 2: N.N.Cl[Pt+2]Cl. Cell line: PC-3. Synergy scores: CSS=26.6, Synergy_ZIP=-6.23, Synergy_Bliss=-1.18, Synergy_Loewe=-2.48, Synergy_HSA=1.06. (2) Drug 1: CC1CCC2CC(C(=CC=CC=CC(CC(C(=O)C(C(C(=CC(C(=O)CC(OC(=O)C3CCCCN3C(=O)C(=O)C1(O2)O)C(C)CC4CCC(C(C4)OC)O)C)C)O)OC)C)C)C)OC. Drug 2: CC1=C2C(C(=O)C3(C(CC4C(C3C(C(C2(C)C)(CC1OC(=O)C(C(C5=CC=CC=C5)NC(=O)C6=CC=CC=C6)O)O)OC(=O)C7=CC=CC=C7)(CO4)OC(=O)C)O)C)OC(=O)C. Cell line: IGROV1. Synergy scores: CSS=21.4, Synergy_ZIP=0.362, Synergy_Bliss=3.86, Synergy_Loewe=3.99, Synergy_HSA=4.80. (3) Drug 1: CCCCC(=O)OCC(=O)C1(CC(C2=C(C1)C(=C3C(=C2O)C(=O)C4=C(C3=O)C=CC=C4OC)O)OC5CC(C(C(O5)C)O)NC(=O)C(F)(F)F)O. Drug 2: C1=NC2=C(N=C(N=C2N1C3C(C(C(O3)CO)O)F)Cl)N. Cell line: UO-31. Synergy scores: CSS=11.1, Synergy_ZIP=-6.01, Synergy_Bliss=-1.74, Synergy_Loewe=-0.293, Synergy_HSA=-0.124. (4) Cell line: 786-0. Drug 1: C1=C(C(=O)NC(=O)N1)N(CCCl)CCCl. Drug 2: CC1=C(C(=O)C2=C(C1=O)N3CC4C(C3(C2COC(=O)N)OC)N4)N. Synergy scores: CSS=57.0, Synergy_ZIP=4.21, Synergy_Bliss=5.97, Synergy_Loewe=6.29, Synergy_HSA=7.14. (5) Drug 1: CN1C(=O)N2C=NC(=C2N=N1)C(=O)N. Drug 2: CCCCCOC(=O)NC1=NC(=O)N(C=C1F)C2C(C(C(O2)C)O)O. Cell line: DU-145. Synergy scores: CSS=-1.51, Synergy_ZIP=3.85, Synergy_Bliss=4.14, Synergy_Loewe=-2.87, Synergy_HSA=-1.37. (6) Drug 1: CC1C(C(CC(O1)OC2CC(CC3=C2C(=C4C(=C3O)C(=O)C5=C(C4=O)C(=CC=C5)OC)O)(C(=O)CO)O)N)O.Cl. Drug 2: CC1=C(C(=O)C2=C(C1=O)N3CC4C(C3(C2COC(=O)N)OC)N4)N. Cell line: TK-10. Synergy scores: CSS=6.44, Synergy_ZIP=-5.24, Synergy_Bliss=-1.27, Synergy_Loewe=0.138, Synergy_HSA=0.233. (7) Drug 1: CC1C(C(=O)NC(C(=O)N2CCCC2C(=O)N(CC(=O)N(C(C(=O)O1)C(C)C)C)C)C(C)C)NC(=O)C3=C4C(=C(C=C3)C)OC5=C(C(=O)C(=C(C5=N4)C(=O)NC6C(OC(=O)C(N(C(=O)CN(C(=O)C7CCCN7C(=O)C(NC6=O)C(C)C)C)C)C(C)C)C)N)C. Drug 2: C1CC(=O)NC(=O)C1N2C(=O)C3=CC=CC=C3C2=O. Cell line: NCI-H226. Synergy scores: CSS=14.4, Synergy_ZIP=-1.66, Synergy_Bliss=0.370, Synergy_Loewe=-15.3, Synergy_HSA=0.314. (8) Drug 1: CC(C1=C(C=CC(=C1Cl)F)Cl)OC2=C(N=CC(=C2)C3=CN(N=C3)C4CCNCC4)N. Drug 2: C1CCN(CC1)CCOC2=CC=C(C=C2)C(=O)C3=C(SC4=C3C=CC(=C4)O)C5=CC=C(C=C5)O. Cell line: SF-295. Synergy scores: CSS=13.1, Synergy_ZIP=-3.72, Synergy_Bliss=-0.397, Synergy_Loewe=-17.5, Synergy_HSA=-0.556.